Dataset: Catalyst prediction with 721,799 reactions and 888 catalyst types from USPTO. Task: Predict which catalyst facilitates the given reaction. (1) Reactant: [K].[OH:2][C:3]1[C:4]([N:15]2[S:19](=[O:21])(=[O:20])[NH:18][C:17](=[O:22])[CH2:16]2)=[CH:5][C:6]2[CH2:7][C:8]([CH3:14])([CH3:13])[CH2:9][CH2:10][C:11]=2[CH:12]=1.OC1C(N2S(=O)(=O)NC(=O)C2)=CC2CC(C)(C)CCC=2C=1.CC(C)([O-])C.[K+].[C:50](Cl)(=[O:57])[C:51]1[CH:56]=[CH:55][CH:54]=[CH:53][CH:52]=1. Product: [CH3:13][C:8]1([CH3:14])[CH2:9][CH2:10][C:11]2[CH:12]=[C:3]([O:2][C:50](=[O:57])[C:51]3[CH:56]=[CH:55][CH:54]=[CH:53][CH:52]=3)[C:4]([N:15]3[CH2:16][C:17](=[O:22])[NH:18][S:19]3(=[O:21])=[O:20])=[CH:5][C:6]=2[CH2:7]1. The catalyst class is: 3. (2) Reactant: [NH2:1][C@@H:2]1[CH2:7][CH2:6][CH2:5][CH2:4][C@H:3]1[NH:8][CH:9]1[CH2:14][CH2:13][N:12]([C:15]2([CH3:28])[CH2:20][CH2:19][N:18]([C:21]([O:23][C:24]([CH3:27])([CH3:26])[CH3:25])=[O:22])[CH2:17][CH2:16]2)[CH2:11][CH2:10]1.[C:29](N1C=CN=C1)(N1C=CN=C1)=[O:30]. Product: [O:30]=[C:29]1[N:8]([CH:9]2[CH2:14][CH2:13][N:12]([C:15]3([CH3:28])[CH2:16][CH2:17][N:18]([C:21]([O:23][C:24]([CH3:27])([CH3:26])[CH3:25])=[O:22])[CH2:19][CH2:20]3)[CH2:11][CH2:10]2)[C@H:3]2[CH2:4][CH2:5][CH2:6][CH2:7][C@@H:2]2[NH:1]1. The catalyst class is: 10. (3) Reactant: [C:1](=[O:4])([O-:3])[O-:2].[Ca+2:5].C(=O)=O. Product: [C:1](=[O:2])([OH:4])[O-:3].[Ca+2:5].[C:1](=[O:2])([OH:4])[O-:3]. The catalyst class is: 6. (4) Reactant: Cl[C:2]1[C:11]2=[N:12][N:13](CC3C=CC(OC)=CC=3)[CH:14]=[C:10]2[C:9]2[CH:8]=[C:7]([O:24][CH3:25])[CH:6]=[CH:5][C:4]=2[N:3]=1.[CH3:26][N:27]1[CH2:32][CH2:31][N:30]([C:33]2[N:38]=[CH:37][C:36]([NH2:39])=[CH:35][N:34]=2)[CH2:29][CH2:28]1.Cl. Product: [CH3:25][O:24][C:7]1[CH:6]=[CH:5][C:4]2[N:3]=[C:2]([NH:39][C:36]3[CH:35]=[N:34][C:33]([N:30]4[CH2:31][CH2:32][N:27]([CH3:26])[CH2:28][CH2:29]4)=[N:38][CH:37]=3)[C:11]3=[N:12][NH:13][CH:14]=[C:10]3[C:9]=2[CH:8]=1. The catalyst class is: 71. (5) The catalyst class is: 19. Reactant: [C:1]([O:5][C:6]([NH:8][CH2:9][CH2:10][N:11]1[CH2:16][CH2:15][N:14](C(OCC2C=CC=CC=2)=O)[CH2:13][CH2:12]1)=[O:7])([CH3:4])([CH3:3])[CH3:2]. Product: [N:11]1([CH2:10][CH2:9][NH:8][C:6](=[O:7])[O:5][C:1]([CH3:3])([CH3:2])[CH3:4])[CH2:12][CH2:13][NH:14][CH2:15][CH2:16]1. (6) Reactant: [CH3:1][O:2][C:3]1[CH:8]=[CH:7][C:6]([CH:9]([N:11]2[CH2:16][CH2:15][C:14]([CH2:18][C:19](=[O:26])[C:20]3[CH:25]=[CH:24][CH:23]=[CH:22][CH:21]=3)(O)[CH2:13][CH2:12]2)[CH3:10])=[CH:5][CH:4]=1.O=S(Cl)[Cl:29]. Product: [ClH:29].[CH3:1][O:2][C:3]1[CH:8]=[CH:7][C:6]([CH:9]([N:11]2[CH2:16][CH2:15][C:14]([CH2:18][C:19](=[O:26])[C:20]3[CH:25]=[CH:24][CH:23]=[CH:22][CH:21]=3)([Cl:29])[CH2:13][CH2:12]2)[CH3:10])=[CH:5][CH:4]=1. The catalyst class is: 4. (7) Reactant: [N:1]1[C:10]2[C:5](=[CH:6][CH:7]=[CH:8][C:9]=2[OH:11])[CH:4]=[CH:3][CH:2]=1.[ClH:12].[CH2:13]=O. Product: [ClH:12].[Cl:12][CH2:13][C:6]1[CH:7]=[CH:8][C:9]([OH:11])=[C:10]2[C:5]=1[CH:4]=[CH:3][CH:2]=[N:1]2. The catalyst class is: 6. (8) Reactant: [CH:1]1([C:4]2[N:8]3[C:9]4[CH:16]=[C:15]([C:17]5[CH:22]=[CH:21][CH:20]=[CH:19][CH:18]=5)[C:14]([C:23]5[CH:28]=[CH:27][C:26]([C:29]6([NH:33]C(=O)OC(C)(C)C)[CH2:32][CH2:31][CH2:30]6)=[CH:25][CH:24]=5)=[N:13][C:10]=4[O:11][CH2:12][C:7]3=[N:6][N:5]=2)[CH2:3][CH2:2]1. Product: [CH:1]1([C:4]2[N:8]3[C:9]4[CH:16]=[C:15]([C:17]5[CH:18]=[CH:19][CH:20]=[CH:21][CH:22]=5)[C:14]([C:23]5[CH:24]=[CH:25][C:26]([C:29]6([NH2:33])[CH2:30][CH2:31][CH2:32]6)=[CH:27][CH:28]=5)=[N:13][C:10]=4[O:11][CH2:12][C:7]3=[N:6][N:5]=2)[CH2:2][CH2:3]1. The catalyst class is: 67. (9) Product: [Cl:1][C:2]1[C:11]2[C:6](=[CH:7][CH:8]=[C:9]([F:12])[CH:10]=2)[C:5]([OH:13])=[CH:4][N:3]=1. Reactant: [Cl:1][C:2]1[C:11]2[C:6](=[CH:7][CH:8]=[C:9]([F:12])[CH:10]=2)[C:5]([O:13]C)=[CH:4][N:3]=1.B(Br)(Br)Br. The catalyst class is: 2. (10) Reactant: [Cl:1][C:2]1[CH:7]=[CH:6][CH:5]=[CH:4][C:3]=1[C:8]1[N:12]([C:13]2[CH:18]=[CH:17][C:16]([O:19]C)=[CH:15][C:14]=2[CH3:21])[C:11]2[CH:22]=[CH:23][CH:24]=[CH:25][C:10]=2[N:9]=1.B(Br)(Br)Br. Product: [Cl:1][C:2]1[CH:7]=[CH:6][CH:5]=[CH:4][C:3]=1[C:8]1[N:12]([C:13]2[CH:18]=[CH:17][C:16]([OH:19])=[CH:15][C:14]=2[CH3:21])[C:11]2[CH:22]=[CH:23][CH:24]=[CH:25][C:10]=2[N:9]=1. The catalyst class is: 2.